From a dataset of Full USPTO retrosynthesis dataset with 1.9M reactions from patents (1976-2016). Predict the reactants needed to synthesize the given product. Given the product [CH3:3][CH:2]([N:4]1[CH2:9][CH2:8][CH:7]([CH2:10][CH:11]2[CH2:12][CH2:13][NH:14][CH2:15][CH2:16]2)[CH2:6][CH2:5]1)[CH3:1], predict the reactants needed to synthesize it. The reactants are: [CH3:1][CH:2]([N:4]1[CH2:9][CH2:8][CH:7]([CH2:10][CH:11]2[CH2:16][CH2:15][N:14](C(OC(C)(C)C)=O)[CH2:13][CH2:12]2)[CH2:6][CH2:5]1)[CH3:3].